Task: Predict the product of the given reaction.. Dataset: Forward reaction prediction with 1.9M reactions from USPTO patents (1976-2016) (1) Given the reactants O[N:2]=[C:3]([C:9](=O)[CH3:10])[C:4]([O:6][CH2:7][CH3:8])=[O:5].[F:12][C:13]([F:24])([F:23])[C:14]1[CH:15]=[C:16]([CH:18]=[CH:19][C:20]=1[O:21][CH3:22])[NH2:17].[C:25]1(C)C=CC(S([O-])(=O)=O)=C[CH:26]=1.[NH+]1C=CC=CC=1.C(OCC)(OCC)(OCC)C.O.C1(C)C=CC(S(O)(=O)=O)=CC=1, predict the reaction product. The product is: [CH2:7]([O:6][C:4]([C:3]1[N:2]=[C:25]([CH3:26])[N:17]([C:16]2[CH:18]=[CH:19][C:20]([O:21][CH3:22])=[C:14]([C:13]([F:23])([F:24])[F:12])[CH:15]=2)[C:9]=1[CH3:10])=[O:5])[CH3:8]. (2) Given the reactants [CH3:1][N:2]1[CH2:7][CH2:6][N:5]([CH:8]([C:12]2[CH:17]=[CH:16][CH:15]=[CH:14][CH:13]=2)[C:9]([OH:11])=[O:10])[CH2:4][C:3]1=[O:18].C1CCC(N=C=NC2CCCCC2)CC1.C1C=CC2N(O)N=NC=2C=1.[N:44]12[CH2:51][CH2:50][CH:47]([CH2:48][CH2:49]1)[C@@H:46](O)[CH2:45]2, predict the reaction product. The product is: [CH3:1][N:2]1[CH2:7][CH2:6][N:5]([CH:8]([C:12]2[CH:17]=[CH:16][CH:15]=[CH:14][CH:13]=2)[C:9]([O:11][C@@H:46]2[CH:47]3[CH2:50][CH2:51][N:44]([CH2:49][CH2:48]3)[CH2:45]2)=[O:10])[CH2:4][C:3]1=[O:18].